This data is from Full USPTO retrosynthesis dataset with 1.9M reactions from patents (1976-2016). The task is: Predict the reactants needed to synthesize the given product. (1) Given the product [F:1][C:2]1[CH:7]=[C:6]([I:8])[CH:5]=[CH:4][C:3]=1[O:9][C:10]1[CH:27]=[CH:26][C:13]2[CH2:14][CH2:15][NH:16][CH2:17][CH2:18][C:12]=2[CH:11]=1, predict the reactants needed to synthesize it. The reactants are: [F:1][C:2]1[CH:7]=[C:6]([I:8])[CH:5]=[CH:4][C:3]=1[O:9][C:10]1[CH:27]=[CH:26][C:13]2[CH2:14][CH2:15][N:16](C(OC(C)(C)C)=O)[CH2:17][CH2:18][C:12]=2[CH:11]=1.C(OC1C=CC2CCNCCC=2C=1)C1C=CC=CC=1. (2) Given the product [ClH:1].[OH:2][CH:3]([CH2:18][O:19][C:20]1[CH:21]=[CH:26][CH:27]=[CH:28][C:29]=1[CH:24]([CH3:25])[CH3:23])[CH2:4][NH:5][C:6]([CH3:16])([CH3:17])[CH2:7][C:8]1[CH:9]=[CH:10][C:11]([O:14][CH3:15])=[CH:12][CH:13]=1, predict the reactants needed to synthesize it. The reactants are: [ClH:1].[OH:2][CH:3]([CH2:18][O:19][C:20]1[C:29]2[C:24](=[CH:25][CH:26]=[CH:27][CH:28]=2)[CH:23]=C[CH:21]=1)[CH2:4][NH:5][C:6]([CH3:17])([CH3:16])[CH2:7][C:8]1[CH:13]=[CH:12][C:11]([O:14][CH3:15])=[CH:10][CH:9]=1.Cl.OC(COC1C=CC=CC=1C)CNC(C)(C)CC1C=CC(OC)=CC=1. (3) Given the product [CH3:28][O:29][N:21]([CH3:25])[C:11](=[O:13])[CH2:10][C:3]1[CH:4]=[C:5]([F:9])[CH:6]=[C:7]([F:8])[C:2]=1[F:1], predict the reactants needed to synthesize it. The reactants are: [F:1][C:2]1[C:7]([F:8])=[CH:6][C:5]([F:9])=[CH:4][C:3]=1[CH2:10][C:11]([OH:13])=O.C1N=CN(C([N:21]2[CH:25]=NC=C2)=O)C=1.C1C[O:29][CH2:28]C1. (4) Given the product [C:8]1([C:21]([C:20]2[C:19]3[C:27]4=[C:15]5[C:14](=[CH:13][CH:12]=3)[CH:1]=[CH:2][CH:3]=[C:4]5[CH:5]=[CH:6][C:26]4=[CH:25][CH:24]=2)=[O:22])[C:7]2[C:16]3=[C:15]4[C:4](=[CH:5][CH:6]=2)[CH:3]=[CH:2][CH:1]=[C:14]4[CH:13]=[CH:12][C:11]3=[CH:10][CH:9]=1, predict the reactants needed to synthesize it. The reactants are: [CH:1]1[C:14]2[C:15]3=[C:16]4[C:11](=[CH:12][CH:13]=2)[CH:10]=[CH:9][CH:8]=[C:7]4[CH:6]=[CH:5][C:4]3=[CH:3][CH:2]=1.CO[C:19]1[CH:27]=[C:26](OC)[CH:25]=[CH:24][C:20]=1[C:21](Cl)=[O:22].[Cl-].[Al+3].[Cl-].[Cl-].Cl. (5) Given the product [Br:12][CH:8]([C:5]1[CH:4]=[CH:3][C:2]([Cl:1])=[CH:7][CH:6]=1)[C:9]([OH:11])=[O:10], predict the reactants needed to synthesize it. The reactants are: [Cl:1][C:2]1[CH:7]=[CH:6][C:5]([CH2:8][C:9]([OH:11])=[O:10])=[CH:4][CH:3]=1.[Br:12]Br.O.